Dataset: Forward reaction prediction with 1.9M reactions from USPTO patents (1976-2016). Task: Predict the product of the given reaction. (1) Given the reactants [CH:1]([C:4]1[CH:9]=[CH:8][CH:7]=[C:6]([CH:10]([CH3:12])[CH3:11])[C:5]=1[OH:13])([CH3:3])[CH3:2].Br[CH2:15][Cl:16].[OH-].[Na+], predict the reaction product. The product is: [Cl:16][CH2:15][O:13][C:5]1[C:4]([CH:1]([CH3:3])[CH3:2])=[CH:9][CH:8]=[CH:7][C:6]=1[CH:10]([CH3:12])[CH3:11]. (2) Given the reactants F[C:2](F)(F)[C:3]([O-])=O.Cl.[CH2:9]([C:11]1[N:12](C(OCC(C)C)=O)[C:13]2[C:14]([N:30]=1)=[N:15][CH:16]=[C:17]([C:19]1[CH:20]=[CH:21][C:22]3[O:28][CH2:27][CH2:26][NH:25][CH2:24][C:23]=3[CH:29]=1)[CH:18]=2)[CH3:10].Cl[C:39]1[C:48]2[CH2:47][C:46]([CH3:50])([CH3:49])[CH2:45][CH2:44][C:43]=2[N:42]=C[N:40]=1, predict the reaction product. The product is: [CH2:9]([C:11]1[NH:12][C:13]2[C:14]([N:30]=1)=[N:15][CH:16]=[C:17]([C:19]1[CH:20]=[CH:21][C:22]3[O:28][CH2:27][CH2:26][N:25]([C:39]4[C:48]5[CH2:47][C:46]([CH3:50])([CH3:49])[CH2:45][CH2:44][C:43]=5[N:42]=[C:3]([CH3:2])[N:40]=4)[CH2:24][C:23]=3[CH:29]=1)[CH:18]=2)[CH3:10]. (3) Given the reactants [NH2:1][CH2:2][CH2:3][CH2:4][C@H:5]([NH:13][C:14]([C:16]1[C:17](=[O:35])[N:18]([CH:22]([C:29]2[CH:34]=[CH:33][CH:32]=[CH:31][CH:30]=2)[C:23]2[CH:28]=[CH:27][CH:26]=[CH:25][CH:24]=2)[CH:19]=[CH:20][CH:21]=1)=[O:15])[C:6]([O:8][C:9]([CH3:12])([CH3:11])[CH3:10])=[O:7].[C:36](OC(=O)C)(=[O:38])[CH3:37], predict the reaction product. The product is: [C:36]([NH:1][CH2:2][CH2:3][CH2:4][C@H:5]([NH:13][C:14]([C:16]1[C:17](=[O:35])[N:18]([CH:22]([C:29]2[CH:34]=[CH:33][CH:32]=[CH:31][CH:30]=2)[C:23]2[CH:28]=[CH:27][CH:26]=[CH:25][CH:24]=2)[CH:19]=[CH:20][CH:21]=1)=[O:15])[C:6]([O:8][C:9]([CH3:12])([CH3:11])[CH3:10])=[O:7])(=[O:38])[CH3:37].